This data is from Full USPTO retrosynthesis dataset with 1.9M reactions from patents (1976-2016). The task is: Predict the reactants needed to synthesize the given product. (1) Given the product [C:1]([O:5][C:6]([N:8]1[CH:13]([C@@H:14]([OH:28])[C@@H:15]([NH2:25])[CH2:16][C:17]2[CH:18]=[C:19]([F:24])[CH:20]=[C:21]([F:23])[CH:22]=2)[CH2:12][O:11][C@@H:10]([O:29][CH2:30][CH3:31])[CH2:9]1)=[O:7])([CH3:3])([CH3:4])[CH3:2], predict the reactants needed to synthesize it. The reactants are: [C:1]([O:5][C:6]([N:8]1[CH:13]([C@@H:14]([OH:28])[C@@H:15]([N+:25]([O-])=O)[CH2:16][C:17]2[CH:22]=[C:21]([F:23])[CH:20]=[C:19]([F:24])[CH:18]=2)[CH2:12][O:11][C@@H:10]([O:29][CH2:30][CH3:31])[CH2:9]1)=[O:7])([CH3:4])([CH3:3])[CH3:2].[BH4-].[Na+].O. (2) Given the product [NH2:37][CH2:2][C:3]1[CH:4]=[CH:5][C:6]2[N:10]=[C:9]([CH2:11][CH2:12][CH2:13][CH2:14][N:15]([CH2:19][CH2:20][CH3:21])[CH2:16][CH2:17][CH3:18])[NH:8][C:7]=2[CH:32]=1, predict the reactants needed to synthesize it. The reactants are: Cl[CH2:2][C:3]1[CH:4]=[CH:5][C:6]2[N:10]=[C:9]([CH2:11][CH2:12][CH2:13][CH2:14][N:15]([CH2:19][CH2:20][CH3:21])[CH2:16][CH2:17][CH3:18])[N:8](S(C3C=CC(C)=CC=3)(=O)=O)[C:7]=2[CH:32]=1.C1(=O)[NH:37]C(=O)C2=CC=CC=C12.[K]. (3) Given the product [CH3:18][O:19][C:20]1[CH:21]=[C:22]2[C:27](=[CH:28][C:29]=1[O:30][CH3:31])[C:26]([CH2:32][CH2:33][CH3:34])=[N:25][C:24]([OH:35])=[C:23]2[CH2:40][C:41]1[CH:42]=[N:43][C:44]2[C:49]([CH:50]=1)=[CH:48][CH:47]=[C:46]([O:51][CH3:52])[CH:45]=2, predict the reactants needed to synthesize it. The reactants are: C(C1C2C(=CC(OC)=C(OC)C=2)C=C(O)N=1)C.[CH3:18][O:19][C:20]1[CH:21]=[C:22]2[C:27](=[CH:28][C:29]=1[O:30][CH3:31])[C:26]([CH2:32][CH2:33][CH3:34])=[N:25][C:24]([OH:35])=[CH:23]2.[OH-].[K+].Cl.Cl[CH2:40][C:41]1[CH:42]=[N:43][C:44]2[C:49]([CH:50]=1)=[CH:48][CH:47]=[C:46]([O:51][CH3:52])[CH:45]=2. (4) Given the product [CH:1]1([CH2:4][N:5]([CH2:6][CH2:7][CH3:8])[C:16]([C:18]2[N:22]3[CH:23]=[C:24]([Cl:35])[N:25]([C:26]4[C:27]([CH3:34])=[CH:28][C:29]([CH3:33])=[CH:30][C:31]=4[CH3:32])[C:21]3=[N:20][C:19]=2[C:36]([F:38])([F:37])[F:39])=[O:15])[CH2:3][CH2:2]1, predict the reactants needed to synthesize it. The reactants are: [CH:1]1([CH2:4][NH:5][CH2:6][CH2:7][CH3:8])[CH2:3][CH2:2]1.C[Al](C)C.C([O:15][C:16]([C:18]1[N:22]2[CH:23]=[C:24]([Cl:35])[N:25]([C:26]3[C:31]([CH3:32])=[CH:30][C:29]([CH3:33])=[CH:28][C:27]=3[CH3:34])[C:21]2=[N:20][C:19]=1[C:36]([F:39])([F:38])[F:37])=O)C.[C@H](O)(C([O-])=O)[C@@H](O)C([O-])=O.[Na+].[K+].